This data is from Forward reaction prediction with 1.9M reactions from USPTO patents (1976-2016). The task is: Predict the product of the given reaction. (1) The product is: [C:26]([C:16]1[CH:15]=[C:14]([CH:19]=[C:18]([F:20])[C:17]=1[NH:21][S:22]([CH3:25])(=[O:24])=[O:23])[CH2:13][NH:12][C:10](=[O:11])[CH:9]=[CH:8][C:7]1[C:2]([O:35][CH2:34][CH:33]([CH3:36])[CH3:32])=[N:3][C:4]([C:28]([F:31])([F:30])[F:29])=[CH:5][CH:6]=1)#[CH:27]. Given the reactants Cl[C:2]1[C:7]([CH:8]=[CH:9][C:10]([NH:12][CH2:13][C:14]2[CH:19]=[C:18]([F:20])[C:17]([NH:21][S:22]([CH3:25])(=[O:24])=[O:23])=[C:16]([C:26]#[CH:27])[CH:15]=2)=[O:11])=[CH:6][CH:5]=[C:4]([C:28]([F:31])([F:30])[F:29])[N:3]=1.[CH3:32][CH:33]([CH3:36])[CH2:34][OH:35].[H-].[Na+].Cl, predict the reaction product. (2) Given the reactants C[Mg]Br.O1CCC[CH2:5]1.[F:9][CH2:10][C:11]1[N:16]=[CH:15][N:14]=[C:13]([C:17](N(OC)C)=[O:18])[CH:12]=1.[Cl-].[NH4+], predict the reaction product. The product is: [F:9][CH2:10][C:11]1[N:16]=[CH:15][N:14]=[C:13]([C:17](=[O:18])[CH3:5])[CH:12]=1. (3) Given the reactants Cl.[CH2:2]([N:5]1[CH2:10][CH2:9][NH:8][CH2:7][C:6]1=[O:11])[CH:3]=[CH2:4].C(N(C(C)C)CC)(C)C.[CH3:21][CH:22]([N:24]=[C:25]=[O:26])[CH3:23].O, predict the reaction product. The product is: [CH2:2]([N:5]1[CH2:10][CH2:9][N:8]([C:25](=[O:26])[NH:24][CH:22]([CH3:23])[CH3:21])[CH2:7][C:6]1=[O:11])[CH:3]=[CH2:4]. (4) Given the reactants [C:1]1([CH:7]2[CH2:12][CH2:11][NH:10][CH2:9][CH2:8]2)[CH:6]=[CH:5][CH:4]=[CH:3][CH:2]=1.N1C=CC=CC=1.[O:19]1CC[CH2:21][CH2:20]1.C(Cl)(=O)C, predict the reaction product. The product is: [C:1]1([CH:7]2[CH2:8][CH2:9][N:10]([C:20](=[O:19])[CH3:21])[CH2:11][CH2:12]2)[CH:6]=[CH:5][CH:4]=[CH:3][CH:2]=1. (5) Given the reactants [Br:1][C:2]1[CH:3]=[C:4]([CH2:8][CH2:9][C:10]2([C:18]3[CH:23]=[CH:22][CH:21]=[CH:20][CH:19]=3)[NH:14][C:13](=S)[N:12]([CH3:16])[C:11]2=[O:17])[CH:5]=[CH:6][CH:7]=1.C(OO)(C)(C)C.[OH-].[NH4+:31], predict the reaction product. The product is: [NH2:31][C:13]1[N:12]([CH3:16])[C:11](=[O:17])[C:10]([CH2:9][CH2:8][C:4]2[CH:5]=[CH:6][CH:7]=[C:2]([Br:1])[CH:3]=2)([C:18]2[CH:23]=[CH:22][CH:21]=[CH:20][CH:19]=2)[N:14]=1. (6) The product is: [F:18][C:15]([F:16])([F:17])[C:11]1[CH:10]=[C:9]([N:6]2[CH:7]=[CH:8][C:4]([NH2:1])=[N:5]2)[CH:14]=[CH:13][CH:12]=1. Given the reactants [N+:1]([C:4]1[CH:8]=[CH:7][N:6]([C:9]2[CH:14]=[CH:13][CH:12]=[C:11]([C:15]([F:18])([F:17])[F:16])[CH:10]=2)[N:5]=1)([O-])=O, predict the reaction product. (7) Given the reactants CO[C:3](OC)(OC)[C:4]1C=CC=CC=1.[CH2:14]([O:16][C:17](=[O:43])[C:18]1[CH:23]=[CH:22][C:21]([NH:24][C:25](=[O:42])[CH:26]([N:28]2[CH:36]=[N:35][C:34]3[C:33](=[O:37])[NH:32][C:31]([CH2:38][CH2:39][CH2:40][CH3:41])=[N:30][C:29]2=3)[CH3:27])=[CH:20][CH:19]=1)[CH3:15], predict the reaction product. The product is: [CH2:14]([O:16][C:17](=[O:43])[C:18]1[CH:23]=[CH:22][C:21]([NH:24][C:25](=[O:42])[CH:26]([N:28]2[CH:36]=[N:35][C:34]3[C:33](=[O:37])[NH:32][C:31]([C:38]4[CH:4]=[CH:3][CH:41]=[CH:40][CH:39]=4)=[N:30][C:29]2=3)[CH3:27])=[CH:20][CH:19]=1)[CH3:15].